This data is from Catalyst prediction with 721,799 reactions and 888 catalyst types from USPTO. The task is: Predict which catalyst facilitates the given reaction. (1) Reactant: [C:1]([O-:4])([O-])=O.[K+].[K+].CC[C@H]1[C@H]2C[C@H]([C@H](OC3C4C(=CC=CC=4)C(O[C@H](C4C=CN=C5C=4C=C(OC)C=C5)[C@@H]4N5C[C@H](CC)[C@@H](CC5)C4)=NN=3)C3C=CN=C4C=3C=C(OC)C=C4)N(CC2)C1.[Br:65][C:66]1[CH:71]=[CH:70][C:69]([F:72])=[C:68](C(C)=C)[CH:67]=1.CCO[C:79]([CH3:81])=[O:80]. Product: [Br:65][C:66]1[CH:67]=[CH:68][C:69]([F:72])=[C:70]([C@@:79]([OH:80])([CH3:81])[CH2:1][OH:4])[CH:71]=1. The catalyst class is: 371. (2) Reactant: [CH2:1]([O:3][C:4]1[CH:19]=[CH:18][C:7]([CH2:8][C:9]2([C:14]([O:16]C)=[O:15])[CH2:13][CH2:12][CH2:11][O:10]2)=[CH:6][C:5]=1[CH2:20][OH:21])[CH3:2].N1C=CC=CC=1.[Cl:28][C:29]1[CH:30]=[C:31]([N:35]=[C:36]=[O:37])[CH:32]=[CH:33][CH:34]=1.Cl. Product: [Cl:28][C:29]1[CH:30]=[C:31]([NH:35][C:36]([O:21][CH2:20][C:5]2[CH:6]=[C:7]([CH:18]=[CH:19][C:4]=2[O:3][CH2:1][CH3:2])[CH2:8][C:9]2([C:14]([OH:16])=[O:15])[CH2:13][CH2:12][CH2:11][O:10]2)=[O:37])[CH:32]=[CH:33][CH:34]=1. The catalyst class is: 54.